This data is from Reaction yield outcomes from USPTO patents with 853,638 reactions. The task is: Predict the reaction yield, written as a fraction of the theoretical maximum amount of product (1.0 means a 100% yield; for example, 0.34 means a 34% yield). The reactants are [OH:1][C:2]1[C:7]([C:8]#[N:9])=[C:6]([O:10][CH3:11])[N:5]=[C:4]([CH3:12])[CH:3]=1.[H-].[Na+].Cl[C:16]([F:23])([F:22])C(OCC)=O. The catalyst is CN(C)C=O. The product is [F:22][CH:16]([F:23])[O:1][C:2]1[C:7]([C:8]#[N:9])=[C:6]([O:10][CH3:11])[N:5]=[C:4]([CH3:12])[CH:3]=1. The yield is 0.220.